From a dataset of Full USPTO retrosynthesis dataset with 1.9M reactions from patents (1976-2016). Predict the reactants needed to synthesize the given product. (1) Given the product [CH3:29][O:28][C:14]1[CH:15]=[CH:16][C:17]([N:19]([CH3:27])[CH2:20][CH:21]2[CH2:22][CH2:23][O:24][CH2:25][CH2:26]2)=[CH:18][C:13]=1[NH:12][C:10]([NH2:9])=[S:11], predict the reactants needed to synthesize it. The reactants are: C([NH:9][C:10]([NH:12][C:13]1[CH:18]=[C:17]([N:19]([CH3:27])[CH2:20][CH:21]2[CH2:26][CH2:25][O:24][CH2:23][CH2:22]2)[CH:16]=[CH:15][C:14]=1[O:28][CH3:29])=[S:11])(=O)C1C=CC=CC=1.C[O-].[Na+]. (2) Given the product [Cl:3][C:4]1[CH:5]=[CH:6][C:7]2[N:13]([CH2:14][C:15]([CH3:18])([CH3:19])[CH2:16][OH:17])[C:12](=[O:20])[C@@H:11]([CH2:21][C:22]([NH:24][CH2:25][CH2:26][C:27]3[O:31][C:30]([C:32]([OH:34])=[O:33])=[CH:29][C:28]=3[C:37]([OH:39])=[O:38])=[O:23])[O:10][C@H:9]([C:41]3[CH:46]=[CH:45][CH:44]=[C:43]([O:47][CH3:48])[C:42]=3[O:49][CH3:50])[C:8]=2[CH:51]=1, predict the reactants needed to synthesize it. The reactants are: [OH-].[Na+].[Cl:3][C:4]1[CH:5]=[CH:6][C:7]2[N:13]([CH2:14][C:15]([CH3:19])([CH3:18])[CH2:16][OH:17])[C:12](=[O:20])[C@@H:11]([CH2:21][C:22]([NH:24][CH2:25][CH2:26][C:27]3[O:31][C:30]([C:32]([O:34]CC)=[O:33])=[CH:29][C:28]=3[C:37]([O:39]C)=[O:38])=[O:23])[O:10][C@H:9]([C:41]3[CH:46]=[CH:45][CH:44]=[C:43]([O:47][CH3:48])[C:42]=3[O:49][CH3:50])[C:8]=2[CH:51]=1. (3) The reactants are: [CH2:1]1[C:9]2[C:4](=[CH:5][CH:6]=[CH:7][CH:8]=2)[CH2:3][CH:2]1[N:10]1[C:14]([CH:15]=O)=[CH:13][N:12]=[CH:11]1.Cl.[NH2:18][OH:19].C([O-])(=O)C.[Na+]. Given the product [CH2:1]1[C:9]2[C:4](=[CH:5][CH:6]=[CH:7][CH:8]=2)[CH2:3][CH:2]1[N:10]1[C:14]([CH:15]=[N:18][OH:19])=[CH:13][N:12]=[CH:11]1, predict the reactants needed to synthesize it. (4) Given the product [ClH:25].[CH2:22]([C:17]1[CH:18]=[C:19]([CH2:20][CH3:21])[N:15]([CH2:14][C@H:11]2[CH2:10][CH2:9][C@H:8]([NH2:7])[CH2:13][CH2:12]2)[N:16]=1)[CH3:23], predict the reactants needed to synthesize it. The reactants are: C(OC(=O)[NH:7][C@H:8]1[CH2:13][CH2:12][C@H:11]([CH2:14][N:15]2[C:19]([CH2:20][CH3:21])=[CH:18][C:17]([CH2:22][CH3:23])=[N:16]2)[CH2:10][CH2:9]1)(C)(C)C.[ClH:25].O1CCOCC1.